Dataset: Catalyst prediction with 721,799 reactions and 888 catalyst types from USPTO. Task: Predict which catalyst facilitates the given reaction. Product: [F:20][C:17]1[CH:18]=[CH:19][C:14](/[C:12](/[CH3:13])=[CH:11]/[N:7]2[C:8]3[CH:9]=[CH:10][CH:2]=[CH:3][C:4]=3[C:5]3[CH2:24][N:23]([CH3:25])[CH2:22][CH2:21][C:6]2=3)=[CH:15][CH:16]=1. Reactant: Cl[C:2]1[CH:10]=[CH:9][C:8]2[N:7](/[CH:11]=[C:12](/[C:14]3[CH:19]=[CH:18][C:17]([F:20])=[CH:16][CH:15]=3)\[CH3:13])[C:6]3[CH2:21][CH2:22][N:23]([CH3:25])[CH2:24][C:5]=3[C:4]=2[CH:3]=1. The catalyst class is: 19.